From a dataset of Full USPTO retrosynthesis dataset with 1.9M reactions from patents (1976-2016). Predict the reactants needed to synthesize the given product. (1) Given the product [CH:10]([N:13]1[CH2:18][CH2:17][CH:16]([N:19]([CH2:3][C:4]2[CH:5]=[N:6][CH:7]=[CH:8][CH:9]=2)[S:20]([CH2:23][CH2:24][NH:25][C:26]([C:28]2[S:29][C:30]([Cl:33])=[CH:31][CH:32]=2)=[O:27])(=[O:21])=[O:22])[CH2:15][CH2:14]1)([CH3:12])[CH3:11], predict the reactants needed to synthesize it. The reactants are: Cl.Cl[CH2:3][C:4]1[CH:5]=[N:6][CH:7]=[CH:8][CH:9]=1.[CH:10]([N:13]1[CH2:18][CH2:17][CH:16]([NH:19][S:20]([CH2:23][CH2:24][NH:25][C:26]([C:28]2[S:29][C:30]([Cl:33])=[CH:31][CH:32]=2)=[O:27])(=[O:22])=[O:21])[CH2:15][CH2:14]1)([CH3:12])[CH3:11]. (2) The reactants are: [CH2:1]([S:3][C:4]1[N:5]([C:16]2[CH:21]=[CH:20][C:19]([O:22][CH2:23][C:24]([F:27])([F:26])[F:25])=[CH:18][CH:17]=2)[C:6](=[O:15])[C:7]2[CH:13]=[CH:12][NH:11][C:10](=[O:14])[C:8]=2[N:9]=1)[CH3:2].F[C:29](C1C=CC=CC=1)(F)F.F[B-](F)(F)F.C[O+](C)C. Given the product [CH2:1]([S:3][C:4]1[N:5]([C:16]2[CH:21]=[CH:20][C:19]([O:22][CH2:23][C:24]([F:26])([F:27])[F:25])=[CH:18][CH:17]=2)[C:6](=[O:15])[C:7]2[CH:13]=[CH:12][N:11]=[C:10]([O:14][CH3:29])[C:8]=2[N:9]=1)[CH3:2], predict the reactants needed to synthesize it. (3) Given the product [F:1][C:2]1[CH:31]=[C:30]([F:32])[CH:29]=[CH:28][C:3]=1[CH2:4][N:5]1[C:9]2=[CH:10][N:11]=[C:12]([C:14]([N:35]([OH:36])[CH3:34])=[O:16])[CH:13]=[C:8]2[C:7]([CH2:17][N:18]2[CH2:23][CH2:22][C@@H:21]3[C:24](=[O:27])[NH:25][CH2:26][C@@H:20]3[CH2:19]2)=[CH:6]1, predict the reactants needed to synthesize it. The reactants are: [F:1][C:2]1[CH:31]=[C:30]([F:32])[CH:29]=[CH:28][C:3]=1[CH2:4][N:5]1[C:9]2=[CH:10][N:11]=[C:12]([C:14]([OH:16])=O)[CH:13]=[C:8]2[C:7]([CH2:17][N:18]2[CH2:23][CH2:22][C@@H:21]3[C:24](=[O:27])[NH:25][CH2:26][C@@H:20]3[CH2:19]2)=[CH:6]1.Cl.[CH3:34][NH:35][OH:36]. (4) Given the product [CH3:21][N:16]1[C:15]([N:14]2[C:5]3[C:4]4[CH:3]=[C:2]([C:29]5[CH:28]=[N:27][C:26]([O:25][CH3:24])=[CH:31][CH:30]=5)[CH:11]=[CH:10][C:9]=4[N:8]=[CH:7][C:6]=3[N:12]([CH3:23])[C:13]2=[O:22])=[C:19]([CH3:20])[CH:18]=[N:17]1, predict the reactants needed to synthesize it. The reactants are: Br[C:2]1[CH:11]=[CH:10][C:9]2[N:8]=[CH:7][C:6]3[N:12]([CH3:23])[C:13](=[O:22])[N:14]([C:15]4[N:16]([CH3:21])[N:17]=[CH:18][C:19]=4[CH3:20])[C:5]=3[C:4]=2[CH:3]=1.[CH3:24][O:25][C:26]1[CH:31]=[CH:30][C:29](B(O)O)=[CH:28][N:27]=1. (5) Given the product [CH2:12]([NH:1][CH2:2][CH2:3][C:4]1[CH:11]=[CH:10][C:7]([C:8]#[N:9])=[CH:6][CH:5]=1)[CH2:13][CH2:14][CH3:15], predict the reactants needed to synthesize it. The reactants are: [NH2:1][CH2:2][CH2:3][C:4]1[CH:11]=[CH:10][C:7]([C:8]#[N:9])=[CH:6][CH:5]=1.[CH:12](=O)[CH2:13][CH2:14][CH3:15].[BH4-].[Na+].C(OCC)(=O)C.